Dataset: Full USPTO retrosynthesis dataset with 1.9M reactions from patents (1976-2016). Task: Predict the reactants needed to synthesize the given product. (1) The reactants are: Cl[CH2:2][CH2:3][CH2:4][CH:5]([C:16]1O[C:18]([C:21]2[CH:26]=[CH:25][C:24]([C:27]3[O:31][C:30]([CH3:32])=[N:29][CH:28]=3)=[C:23]([O:33][CH3:34])[CH:22]=2)=[N:19][N:20]=1)[C:6]1[CH:11]=[CH:10][CH:9]=[CH:8][C:7]=1[C:12]([F:15])([F:14])[F:13].C([O-])(=O)C.[NH4+:39]. Given the product [CH3:34][O:33][C:23]1[CH:22]=[C:21]([C:18]2[N:39]=[C:16]3[CH:5]([C:6]4[CH:11]=[CH:10][CH:9]=[CH:8][C:7]=4[C:12]([F:15])([F:14])[F:13])[CH2:4][CH2:3][CH2:2][N:20]3[N:19]=2)[CH:26]=[CH:25][C:24]=1[C:27]1[O:31][C:30]([CH3:32])=[N:29][CH:28]=1, predict the reactants needed to synthesize it. (2) Given the product [CH3:1][O:2][C:3]([C:5]1[CH:14]=[C:13]([OH:15])[C:12]2[C:7](=[C:8]([O:17][CH2:18][C:19]3[CH:24]=[CH:23][CH:22]=[CH:21][CH:20]=3)[CH:9]=[C:10]([C:42]3[CH:43]=[N:44][CH:45]=[CH:46][CH:47]=3)[CH:11]=2)[N:6]=1)=[O:4], predict the reactants needed to synthesize it. The reactants are: [CH3:1][O:2][C:3]([C:5]1[CH:14]=[C:13]([OH:15])[C:12]2[C:7](=[C:8]([O:17][CH2:18][C:19]3[CH:24]=[CH:23][CH:22]=[CH:21][CH:20]=3)[CH:9]=[C:10](Br)[CH:11]=2)[N:6]=1)=[O:4].COC1C=CC(B(O)O)=CC=1.B1([C:42]2[CH:47]=[CH:46][CH:45]=[N:44][CH:43]=2)OCCCO1. (3) Given the product [CH3:23][N:24]([CH3:28])[CH2:25][CH2:26][NH:27][C:20]([C:16]1[C:17]2[C:12](=[N:11][C:10]3[C:19]([N:18]=2)=[C:6]2[CH:5]=[CH:4][CH:3]=[C:2]([F:1])[C:7]2=[CH:8][CH:9]=3)[CH:13]=[CH:14][CH:15]=1)=[O:22], predict the reactants needed to synthesize it. The reactants are: [F:1][C:2]1[C:7]2=[CH:8][CH:9]=[C:10]3[C:19]([N:18]=[C:17]4[C:12]([CH:13]=[CH:14][CH:15]=[C:16]4[C:20]([OH:22])=O)=[N:11]3)=[C:6]2[CH:5]=[CH:4][CH:3]=1.[CH3:23][N:24]([CH3:28])[CH2:25][CH2:26][NH2:27]. (4) The reactants are: [NH2:1][C:2]1[C:3]([O:17][C:18]2[CH:19]=[C:20]([CH:23]=[CH:24][CH:25]=2)[C:21]#[N:22])=[N:4][C:5]([O:8][C:9]2[CH:10]=[C:11]([CH:14]=[CH:15][CH:16]=2)[C:12]#[N:13])=[CH:6][CH:7]=1.[C:26]1([N:32]=[C:33]=[O:34])[CH:31]=[CH:30][CH:29]=[CH:28][CH:27]=1. Given the product [C:21]([C:20]1[CH:19]=[C:18]([CH:25]=[CH:24][CH:23]=1)[O:17][C:3]1[C:2]([NH:1][C:33]([NH:32][C:26]2[CH:31]=[CH:30][CH:29]=[CH:28][CH:27]=2)=[O:34])=[CH:7][CH:6]=[C:5]([O:8][C:9]2[CH:16]=[CH:15][CH:14]=[C:11]([C:12]#[N:13])[CH:10]=2)[N:4]=1)#[N:22], predict the reactants needed to synthesize it. (5) Given the product [F:1][C:2]1[CH:28]=[CH:27][C:5]([CH2:6][CH:7]2[CH2:12][CH2:11][N:10]([C:13]([C:15]3[CH:16]=[C:17]4[C:25]([C:29](=[O:33])[C:30]([N:35]5[CH2:39][CH2:38][CH2:37][CH2:36]5)=[O:31])=[CH:24][N:23]([CH3:26])[C:18]4=[N:19][C:20]=3[O:21][CH3:22])=[O:14])[CH2:9][CH2:8]2)=[CH:4][CH:3]=1, predict the reactants needed to synthesize it. The reactants are: [F:1][C:2]1[CH:28]=[CH:27][C:5]([CH2:6][CH:7]2[CH2:12][CH2:11][N:10]([C:13]([C:15]3[CH:16]=[C:17]4[CH:25]=[CH:24][N:23]([CH3:26])[C:18]4=[N:19][C:20]=3[O:21][CH3:22])=[O:14])[CH2:9][CH2:8]2)=[CH:4][CH:3]=1.[C:29](Cl)(=[O:33])[C:30](Cl)=[O:31].[NH:35]1[CH2:39][CH2:38][CH2:37][CH2:36]1.O. (6) Given the product [C:1]([N:8]1[CH2:13][CH2:12][O:11][C@H:10]([CH2:14][C:15]2[CH:20]=[CH:19][C:18]([OH:21])=[C:17]([Br:22])[CH:16]=2)[CH2:9]1)([O:3][C:4]([CH3:6])([CH3:7])[CH3:5])=[O:2], predict the reactants needed to synthesize it. The reactants are: [C:1]([N:8]1[CH2:13][CH2:12][O:11][C@H:10]([CH2:14][C:15]2[CH:20]=[CH:19][C:18]([OH:21])=[CH:17][CH:16]=2)[CH2:9]1)([O:3][C:4]([CH3:7])([CH3:6])[CH3:5])=[O:2].[Br:22]N1C(=O)CCC1=O.O.